From a dataset of TCR-epitope binding with 47,182 pairs between 192 epitopes and 23,139 TCRs. Binary Classification. Given a T-cell receptor sequence (or CDR3 region) and an epitope sequence, predict whether binding occurs between them. (1) The epitope is IVTDFSVIK. The TCR CDR3 sequence is CASSLISGEGQPQHF. Result: 0 (the TCR does not bind to the epitope). (2) The epitope is ELAGIGILTV. The TCR CDR3 sequence is CASSQEASGGPDTQYF. Result: 1 (the TCR binds to the epitope).